Task: Regression. Given two drug SMILES strings and cell line genomic features, predict the synergy score measuring deviation from expected non-interaction effect.. Dataset: NCI-60 drug combinations with 297,098 pairs across 59 cell lines (1) Synergy scores: CSS=11.8, Synergy_ZIP=-1.94, Synergy_Bliss=0.742, Synergy_Loewe=-9.85, Synergy_HSA=-1.39. Drug 2: CCC1=C2CN3C(=CC4=C(C3=O)COC(=O)C4(CC)O)C2=NC5=C1C=C(C=C5)O. Drug 1: CCCCCOC(=O)NC1=NC(=O)N(C=C1F)C2C(C(C(O2)C)O)O. Cell line: SK-MEL-28. (2) Drug 1: CC12CCC(CC1=CCC3C2CCC4(C3CC=C4C5=CN=CC=C5)C)O. Drug 2: CC12CCC3C(C1CCC2O)C(CC4=C3C=CC(=C4)O)CCCCCCCCCS(=O)CCCC(C(F)(F)F)(F)F. Cell line: UACC-257. Synergy scores: CSS=6.48, Synergy_ZIP=-1.26, Synergy_Bliss=3.04, Synergy_Loewe=2.13, Synergy_HSA=2.05. (3) Drug 1: C1C(C(OC1N2C=NC3=C(N=C(N=C32)Cl)N)CO)O. Drug 2: C1CN1C2=NC(=NC(=N2)N3CC3)N4CC4. Cell line: OVCAR-8. Synergy scores: CSS=48.1, Synergy_ZIP=-2.37, Synergy_Bliss=-3.00, Synergy_Loewe=-0.640, Synergy_HSA=4.02. (4) Drug 1: CS(=O)(=O)C1=CC(=C(C=C1)C(=O)NC2=CC(=C(C=C2)Cl)C3=CC=CC=N3)Cl. Drug 2: CN(C)C1=NC(=NC(=N1)N(C)C)N(C)C. Cell line: UO-31. Synergy scores: CSS=37.2, Synergy_ZIP=13.3, Synergy_Bliss=9.82, Synergy_Loewe=-2.91, Synergy_HSA=8.50. (5) Drug 1: CC1=C2C(C(=O)C3(C(CC4C(C3C(C(C2(C)C)(CC1OC(=O)C(C(C5=CC=CC=C5)NC(=O)C6=CC=CC=C6)O)O)OC(=O)C7=CC=CC=C7)(CO4)OC(=O)C)O)C)OC(=O)C. Drug 2: CS(=O)(=O)CCNCC1=CC=C(O1)C2=CC3=C(C=C2)N=CN=C3NC4=CC(=C(C=C4)OCC5=CC(=CC=C5)F)Cl. Cell line: UO-31. Synergy scores: CSS=10.2, Synergy_ZIP=0.482, Synergy_Bliss=5.35, Synergy_Loewe=5.38, Synergy_HSA=7.10. (6) Drug 1: C1CN1C2=NC(=NC(=N2)N3CC3)N4CC4. Drug 2: CNC(=O)C1=NC=CC(=C1)OC2=CC=C(C=C2)NC(=O)NC3=CC(=C(C=C3)Cl)C(F)(F)F. Cell line: HOP-92. Synergy scores: CSS=12.4, Synergy_ZIP=-23.7, Synergy_Bliss=-44.2, Synergy_Loewe=-38.1, Synergy_HSA=-38.1. (7) Drug 1: CC1C(C(=O)NC(C(=O)N2CCCC2C(=O)N(CC(=O)N(C(C(=O)O1)C(C)C)C)C)C(C)C)NC(=O)C3=C4C(=C(C=C3)C)OC5=C(C(=O)C(=C(C5=N4)C(=O)NC6C(OC(=O)C(N(C(=O)CN(C(=O)C7CCCN7C(=O)C(NC6=O)C(C)C)C)C)C(C)C)C)N)C. Drug 2: C1=NC2=C(N=C(N=C2N1C3C(C(C(O3)CO)O)O)F)N. Cell line: MOLT-4. Synergy scores: CSS=93.8, Synergy_ZIP=-1.75, Synergy_Bliss=1.26, Synergy_Loewe=1.56, Synergy_HSA=3.18. (8) Drug 1: CC1=CC2C(CCC3(C2CCC3(C(=O)C)OC(=O)C)C)C4(C1=CC(=O)CC4)C. Drug 2: C1CNP(=O)(OC1)N(CCCl)CCCl. Cell line: OVCAR3. Synergy scores: CSS=-6.84, Synergy_ZIP=5.61, Synergy_Bliss=5.77, Synergy_Loewe=-1.70, Synergy_HSA=-2.70. (9) Drug 1: C1CN1C2=NC(=NC(=N2)N3CC3)N4CC4. Drug 2: C1C(C(OC1N2C=NC3=C2NC=NCC3O)CO)O. Cell line: SF-295. Synergy scores: CSS=66.4, Synergy_ZIP=8.01, Synergy_Bliss=0.835, Synergy_Loewe=-6.59, Synergy_HSA=2.08. (10) Drug 1: CN1C(=O)N2C=NC(=C2N=N1)C(=O)N. Drug 2: CCC1(CC2CC(C3=C(CCN(C2)C1)C4=CC=CC=C4N3)(C5=C(C=C6C(=C5)C78CCN9C7C(C=CC9)(C(C(C8N6C)(C(=O)OC)O)OC(=O)C)CC)OC)C(=O)OC)O.OS(=O)(=O)O. Cell line: MALME-3M. Synergy scores: CSS=5.07, Synergy_ZIP=-3.29, Synergy_Bliss=-2.91, Synergy_Loewe=-17.8, Synergy_HSA=-4.11.